Dataset: TCR-epitope binding with 47,182 pairs between 192 epitopes and 23,139 TCRs. Task: Binary Classification. Given a T-cell receptor sequence (or CDR3 region) and an epitope sequence, predict whether binding occurs between them. (1) The epitope is KLWAQCVQL. The TCR CDR3 sequence is CASSSGLVGWDTQYF. Result: 1 (the TCR binds to the epitope). (2) The epitope is LEPLVDLPI. The TCR CDR3 sequence is CSVVSGTGPFYEQYF. Result: 1 (the TCR binds to the epitope).